Predict the reactants needed to synthesize the given product. From a dataset of Full USPTO retrosynthesis dataset with 1.9M reactions from patents (1976-2016). (1) Given the product [CH3:17][N:18]([CH2:2][CH:3]1[O:8][C:7]2[CH:9]=[C:10]([S:13]([CH3:16])(=[O:15])=[O:14])[CH:11]=[CH:12][C:6]=2[CH2:5][O:4]1)[CH2:19][CH2:20][CH3:21], predict the reactants needed to synthesize it. The reactants are: Br[CH2:2][CH:3]1[O:8][C:7]2[CH:9]=[C:10]([S:13]([CH3:16])(=[O:15])=[O:14])[CH:11]=[CH:12][C:6]=2[CH2:5][O:4]1.[CH3:17][NH:18][CH2:19][CH2:20][CH3:21]. (2) Given the product [Cl:31][C:19]([C-:14]1[CH:18]=[CH:17][CH:16]=[CH:15]1)=[O:21].[CH-:22]1[CH:26]=[CH:25][CH:24]=[CH:23]1.[Fe+2:27], predict the reactants needed to synthesize it. The reactants are: CC(C)([O-])C.[Li]C(C)(C)C.C(=O)=O.[C-:14]1([C:19]([OH:21])=O)[CH:18]=[CH:17][CH:16]=[CH:15]1.[CH-:22]1[CH:26]=[CH:25][CH:24]=[CH:23]1.[Fe+2:27].C(Cl)(=O)C([Cl:31])=O. (3) Given the product [ClH:1].[CH2:2]([O:9][C:10]1[CH:11]=[CH:12][C:13]([C@@H:16]2[CH2:18][C@H:17]2[NH:19][CH2:20][CH2:21][N:22]2[CH2:27][CH2:26][N:25]([CH3:28])[CH2:24][CH2:23]2)=[CH:14][CH:15]=1)[C:3]1[CH:4]=[CH:5][CH:6]=[CH:7][CH:8]=1, predict the reactants needed to synthesize it. The reactants are: [ClH:1].[CH2:2]([O:9][C:10]1[CH:15]=[CH:14][C:13]([C@@H:16]2[CH2:18][C@H:17]2[NH:19][CH2:20][CH2:21][N:22]2[CH2:27][CH2:26][N:25]([CH3:28])[CH2:24][CH2:23]2)=[CH:12][CH:11]=1)[C:3]1[CH:8]=[CH:7][CH:6]=[CH:5][CH:4]=1. (4) Given the product [NH2:7][C@@H:8]1[CH2:13][CH2:12][C@H:11]([CH2:14][NH:15][C:16]2[N:25]=[C:24]([N:26]([CH3:28])[CH3:27])[C:23]3[C:18](=[CH:19][CH:20]=[CH:21][CH:22]=3)[N:17]=2)[CH2:10][CH2:9]1, predict the reactants needed to synthesize it. The reactants are: C(OC(=O)[NH:7][C@H:8]1[CH2:13][CH2:12][C@@H:11]([CH2:14][NH:15][C:16]2[N:25]=[C:24]([N:26]([CH3:28])[CH3:27])[C:23]3[C:18](=[CH:19][CH:20]=[CH:21][CH:22]=3)[N:17]=2)[CH2:10][CH2:9]1)(C)(C)C. (5) Given the product [CH3:1][O:2][CH2:3][CH:4]1[N:5]([CH3:19])[CH2:6][CH2:7][N:8]([C:10]2[CH:15]=[CH:14][N:13]=[CH:12][C:11]=2[NH2:16])[CH2:9]1, predict the reactants needed to synthesize it. The reactants are: [CH3:1][O:2][CH2:3][CH:4]1[CH2:9][N:8]([C:10]2[CH:15]=[CH:14][N:13]=[CH:12][C:11]=2[N+:16]([O-])=O)[CH2:7][CH2:6][N:5]1[CH3:19].[H][H]. (6) The reactants are: [CH:1]1([CH2:4][N:5]2[CH:16]=[CH:15][C:8]3[N:9]=[C:10]([S:13][CH3:14])[N:11]=[CH:12][C:7]=3[C:6]2=[O:17])[CH2:3][CH2:2]1.[Br:18]Br. Given the product [Br:18][C:15]1[C:8]2[N:9]=[C:10]([S:13][CH3:14])[N:11]=[CH:12][C:7]=2[C:6](=[O:17])[N:5]([CH2:4][CH:1]2[CH2:3][CH2:2]2)[CH:16]=1, predict the reactants needed to synthesize it. (7) Given the product [CH2:1]([C:4]1[CH:9]=[C:8]([CH:7]=[C:6]([CH3:10])[C:5]=1[OH:11])[CH:23]=[O:25])[CH:2]=[CH2:3], predict the reactants needed to synthesize it. The reactants are: [CH2:1]([C:4]1[CH:9]=[CH:8][CH:7]=[C:6]([CH3:10])[C:5]=1[OH:11])[CH:2]=[CH2:3].C1N2CN3CN(C2)CN1C3.Cl.[C:23](O)(=[O:25])C. (8) Given the product [N:14]1[CH:15]=[CH:16][CH:17]=[C:12]([NH:11][C:9](=[O:10])[CH3:8])[CH:13]=1, predict the reactants needed to synthesize it. The reactants are: C(=O)([O-])[O-].[K+].[K+].Cl[CH2:8][C:9]([NH:11][C:12]1[CH:13]=[N:14][CH:15]=[CH:16][CH:17]=1)=[O:10]. (9) Given the product [C:1]([O:5][C:6]([N:8]1[CH2:13][CH2:12][N:11]([C:14]2[CH:23]=[CH:22][CH:21]=[C:20]3[C:15]=2[CH2:16][CH2:17][NH:18][CH2:19]3)[CH2:10][CH2:9]1)=[O:7])([CH3:4])([CH3:2])[CH3:3], predict the reactants needed to synthesize it. The reactants are: [C:1]([O:5][C:6]([N:8]1[CH2:13][CH2:12][N:11]([C:14]2[CH:23]=[CH:22][CH:21]=[C:20]3[C:15]=2[CH:16]=[CH:17][N:18]=[CH:19]3)[CH2:10][CH2:9]1)=[O:7])([CH3:4])([CH3:3])[CH3:2].B.O. (10) Given the product [Br:11][C:10]1[C:5]([C:3]2[N:4]=[C:15]([C:14]3[CH:17]=[C:18]([OH:21])[CH:19]=[CH:20][C:13]=3[OH:12])[NH:1][N:2]=2)=[N:6][CH:7]=[CH:8][CH:9]=1, predict the reactants needed to synthesize it. The reactants are: [NH2:1][NH:2][C:3]([C:5]1[C:10]([Br:11])=[CH:9][CH:8]=[CH:7][N:6]=1)=[NH:4].[OH:12][C:13]1[CH:20]=[CH:19][C:18]([OH:21])=[CH:17][C:14]=1[CH:15]=O.